The task is: Predict the reactants needed to synthesize the given product.. This data is from Full USPTO retrosynthesis dataset with 1.9M reactions from patents (1976-2016). (1) Given the product [C:12]([O:16][C:17]([N:19]1[CH2:20][CH2:21][N:22]([C:25]2[CH:26]=[CH:27][C:28]3[O:33][C:2]([C:3]([NH2:5])=[O:4])=[CH:30][C:29]=3[CH:32]=2)[CH2:23][CH2:24]1)=[O:18])([CH3:15])([CH3:13])[CH3:14], predict the reactants needed to synthesize it. The reactants are: Cl[CH2:2][C:3]([NH2:5])=[O:4].C(=O)([O-])[O-].[K+].[K+].[C:12]([O:16][C:17]([N:19]1[CH2:24][CH2:23][N:22]([C:25]2[CH:26]=[CH:27][C:28]([OH:33])=[C:29]([CH:32]=2)[CH:30]=O)[CH2:21][CH2:20]1)=[O:18])([CH3:15])([CH3:14])[CH3:13]. (2) Given the product [CH2:20]([O:19][C:17]([N:11]1[CH2:16][CH2:15][N:14]([C:2]2[O:3][C:4]3[CH:10]=[CH:9][CH:8]=[CH:7][C:5]=3[N:6]=2)[CH2:13][CH2:12]1)=[O:18])[C:21]1[CH:26]=[CH:25][CH:24]=[CH:23][CH:22]=1, predict the reactants needed to synthesize it. The reactants are: Cl[C:2]1[O:3][C:4]2[CH:10]=[CH:9][CH:8]=[CH:7][C:5]=2[N:6]=1.[N:11]1([C:17]([O:19][CH2:20][C:21]2[CH:26]=[CH:25][CH:24]=[CH:23][CH:22]=2)=[O:18])[CH2:16][CH2:15][NH:14][CH2:13][CH2:12]1.C([O-])([O-])=O.[K+].[K+]. (3) Given the product [CH3:1][O:2][C:3](=[O:11])[CH:4]([Br:12])[C:5]1[CH:6]=[CH:7][CH:8]=[CH:9][CH:10]=1, predict the reactants needed to synthesize it. The reactants are: [CH3:1][O:2][C:3](=[O:11])[CH2:4][C:5]1[CH:10]=[CH:9][CH:8]=[CH:7][CH:6]=1.[Br:12]N1C(=O)CCC1=O.C(OOC(=O)C1C=CC=CC=1)(=O)C1C=CC=CC=1. (4) Given the product [CH:1]([C:3]1[CH:4]=[CH:5][C:6]([O:7][CH2:8][C:9]2[CH:10]=[C:11]([CH:14]=[CH:15][CH:16]=2)[C:12]([NH2:13])=[O:20])=[CH:17][CH:18]=1)=[O:2], predict the reactants needed to synthesize it. The reactants are: [CH:1]([C:3]1[CH:18]=[CH:17][C:6]([O:7][CH2:8][C:9]2[CH:10]=[C:11]([CH:14]=[CH:15][CH:16]=2)[C:12]#[N:13])=[CH:5][CH:4]=1)=[O:2].C(=O)([O-])[O-:20].[K+].[K+].OO. (5) Given the product [CH3:20][O:19][C:16]1[CH:17]=[CH:18][C:13]([C:12]2[C:6]3[CH2:5][C:4]4[S:3][C:2]([C:39]5[CH:38]=[N:37][C:36]([N:33]6[CH2:32][CH2:31][N:30]([CH3:29])[CH2:35][CH2:34]6)=[CH:41][CH:40]=5)=[CH:9][C:8]=4[C:7]=3[N:10]([CH2:21][O:22][CH2:23][CH2:24][Si:25]([CH3:28])([CH3:27])[CH3:26])[N:11]=2)=[CH:14][CH:15]=1, predict the reactants needed to synthesize it. The reactants are: Br[C:2]1[S:3][C:4]2[CH2:5][C:6]3[C:12]([C:13]4[CH:18]=[CH:17][C:16]([O:19][CH3:20])=[CH:15][CH:14]=4)=[N:11][N:10]([CH2:21][O:22][CH2:23][CH2:24][Si:25]([CH3:28])([CH3:27])[CH3:26])[C:7]=3[C:8]=2[CH:9]=1.[CH3:29][N:30]1[CH2:35][CH2:34][N:33]([C:36]2[CH:41]=[CH:40][C:39](B3OC(C)(C)C(C)(C)O3)=[CH:38][N:37]=2)[CH2:32][CH2:31]1.C([O-])([O-])=O.[Na+].[Na+]. (6) Given the product [CH3:32][N:31]([CH2:30][C:26]1[CH:25]=[C:24]([NH:23][C:19]2[N:18]=[C:17]([C:16]3[C:8]([C:4]4[CH:3]=[C:2]([NH:1][C:62](=[O:64])[CH2:61][C:51]5[CH:55]=[CH:53][S:54][CH:50]=5)[CH:7]=[CH:6][CH:5]=4)=[N:9][N:10]4[CH:15]=[CH:14][CH:13]=[CH:12][C:11]=34)[CH:22]=[CH:21][N:20]=2)[CH:29]=[CH:28][CH:27]=1)[CH3:33], predict the reactants needed to synthesize it. The reactants are: [NH2:1][C:2]1[CH:3]=[C:4]([C:8]2[C:16]([C:17]3[CH:22]=[CH:21][N:20]=[C:19]([NH:23][C:24]4[CH:29]=[CH:28][CH:27]=[C:26]([CH2:30][N:31]([CH3:33])[CH3:32])[CH:25]=4)[N:18]=3)=[C:11]3[CH:12]=[CH:13][CH:14]=[CH:15][N:10]3[N:9]=2)[CH:5]=[CH:6][CH:7]=1.C1COCC1.C1C=CC2N(O)N=NC=2C=1.C[C:50]1[S:54][C:53]([C:55]2C=CC=CC=2)=N[C:51]=1[CH2:61][C:62]([OH:64])=O.